Dataset: Forward reaction prediction with 1.9M reactions from USPTO patents (1976-2016). Task: Predict the product of the given reaction. (1) Given the reactants C([Si](C)(C)[O:6][C@H:7]1[C@H:11]2[O:12][CH2:13][C@@H:14]([O:15][C:16]3[N:17](COCC[Si](C)(C)C)[C:18]4[C:19]([N:39]=3)=[N:20][C:21]([C:25]3[CH:30]=[CH:29][C:28]([C:31]#[C:32][CH:33]5[CH2:38][CH2:37][NH:36][CH2:35][CH2:34]5)=[CH:27][CH:26]=3)=[C:22]([Cl:24])[CH:23]=4)[C@H:10]2[O:9][CH2:8]1)(C)(C)C.CCN(C(C)C)C(C)C.[CH:59]1([S:62](Cl)(=[O:64])=[O:63])[CH2:61][CH2:60]1.CCOC(C)=O, predict the reaction product. The product is: [Cl:24][C:22]1[CH:23]=[C:18]2[NH:17][C:16]([O:15][C@H:14]3[C@H:10]4[O:9][CH2:8][C@@H:7]([OH:6])[C@H:11]4[O:12][CH2:13]3)=[N:39][C:19]2=[N:20][C:21]=1[C:25]1[CH:26]=[CH:27][C:28]([C:31]#[C:32][CH:33]2[CH2:34][CH2:35][N:36]([S:62]([CH:59]3[CH2:61][CH2:60]3)(=[O:64])=[O:63])[CH2:37][CH2:38]2)=[CH:29][CH:30]=1. (2) Given the reactants [CH3:1][N:2]1[CH:6]=[C:5]([C:7]2[C:8]([C:32]([F:35])([F:34])[F:33])=[CH:9][C:10]3[N:15]([C:16]4[C:20]5[CH2:21][NH:22][CH2:23][CH2:24][C:19]=5[N:18]([CH:25]5[CH2:30][CH2:29][O:28][CH2:27][CH2:26]5)[N:17]=4)[CH2:14][CH2:13][O:12][C:11]=3[CH:31]=2)[CH:4]=[N:3]1.C(N(CC)CC)C.[C:43](OC(=O)C)(=[O:45])[CH3:44], predict the reaction product. The product is: [CH3:1][N:2]1[CH:6]=[C:5]([C:7]2[C:8]([C:32]([F:33])([F:35])[F:34])=[CH:9][C:10]3[N:15]([C:16]4[C:20]5[CH2:21][N:22]([C:43](=[O:45])[CH3:44])[CH2:23][CH2:24][C:19]=5[N:18]([CH:25]5[CH2:30][CH2:29][O:28][CH2:27][CH2:26]5)[N:17]=4)[CH2:14][CH2:13][O:12][C:11]=3[CH:31]=2)[CH:4]=[N:3]1. (3) Given the reactants CS([C:5]1[N:9]=[C:8]([C:10]2[CH:15]=[CH:14][CH:13]=[C:12]([Cl:16])[CH:11]=2)[S:7][N:6]=1)(=O)=O.[CH2:17]([OH:22])[C:18]#[C:19][CH2:20][CH3:21].[H-].[Na+].[Cl-].[Na+], predict the reaction product. The product is: [Cl:16][C:12]1[CH:11]=[C:10]([C:8]2[S:7][N:6]=[C:5]([O:22][CH2:17][C:18]#[C:19][CH2:20][CH3:21])[N:9]=2)[CH:15]=[CH:14][CH:13]=1. (4) The product is: [Na+:1].[S:14]([CH2:13][CH2:12][CH2:11][N:10]([CH2:18][CH2:19][CH2:20][S:21]([O-:24])(=[O:23])=[O:22])[C:7]1[CH:8]=[CH:9][C:4]2[N:3]=[C:49]([C:50]3[CH:55]=[CH:54][N+:53]([CH2:27][CH2:32][CH2:31][CH2:30][CH2:29][C:28]([OH:48])=[O:62])=[CH:52][CH:51]=3)[O:25][C:5]=2[CH:6]=1)([O-:17])(=[O:16])=[O:15]. Given the reactants [Na+:1].[Na+].[NH2:3][C:4]1[CH:9]=[CH:8][C:7]([N:10]([CH2:18][CH2:19][CH2:20][S:21]([O-:24])(=[O:23])=[O:22])[CH2:11][CH2:12][CH2:13][S:14]([OH:17])(=[O:16])=[O:15])=[CH:6][C:5]=1[OH:25].N[C:27]1[CH:32]=[CH:31][C:30](N(CCCS(O)(=O)=O)CCCS([O-])(=O)=O)=[CH:29][C:28]=1[OH:48].[C:49](O)(=O)[C:50]1[CH:55]=[CH:54][N:53]=[CH:52][CH:51]=1.C[Si]([O:62]P(=O)=O)(C)C.[OH-].[Na+], predict the reaction product.